This data is from NCI-60 drug combinations with 297,098 pairs across 59 cell lines. The task is: Regression. Given two drug SMILES strings and cell line genomic features, predict the synergy score measuring deviation from expected non-interaction effect. Drug 1: CN(C)C1=NC(=NC(=N1)N(C)C)N(C)C. Drug 2: CC1=CC=C(C=C1)C2=CC(=NN2C3=CC=C(C=C3)S(=O)(=O)N)C(F)(F)F. Cell line: SNB-19. Synergy scores: CSS=-5.55, Synergy_ZIP=0.0654, Synergy_Bliss=-3.15, Synergy_Loewe=-5.95, Synergy_HSA=-4.91.